From a dataset of Catalyst prediction with 721,799 reactions and 888 catalyst types from USPTO. Predict which catalyst facilitates the given reaction. Reactant: [CH3:1][NH:2][C:3]1[C:8]([NH2:9])=[CH:7][C:6]([S:10][C:11]([F:14])([F:13])[F:12])=[CH:5][N:4]=1.[Cl:15][C:16]1[CH:20]=[CH:19][S:18][C:17]=1[C:21](O)=O.CCN=C=NCCCN(C)C.Cl.C1C=CC2N(O)N=NC=2C=1. Product: [Cl:15][C:16]1[CH:20]=[CH:19][S:18][C:17]=1[C:21]1[N:2]([CH3:1])[C:3]2=[N:4][CH:5]=[C:6]([S:10][C:11]([F:13])([F:12])[F:14])[CH:7]=[C:8]2[N:9]=1. The catalyst class is: 803.